This data is from Peptide-MHC class I binding affinity with 185,985 pairs from IEDB/IMGT. The task is: Regression. Given a peptide amino acid sequence and an MHC pseudo amino acid sequence, predict their binding affinity value. This is MHC class I binding data. (1) The peptide sequence is TSPGEIKPK. The MHC is HLA-A11:01 with pseudo-sequence HLA-A11:01. The binding affinity (normalized) is 0.358. (2) The peptide sequence is RGYVFQGL. The MHC is HLA-B35:01 with pseudo-sequence HLA-B35:01. The binding affinity (normalized) is 0. (3) The peptide sequence is WLYDLWGQL. The MHC is HLA-B39:01 with pseudo-sequence HLA-B39:01. The binding affinity (normalized) is 0.0847. (4) The peptide sequence is IPRLGGMAF. The MHC is HLA-B51:01 with pseudo-sequence HLA-B51:01. The binding affinity (normalized) is 0.200. (5) The peptide sequence is FPFKYAAAF. The MHC is HLA-B08:01 with pseudo-sequence HLA-B08:01. The binding affinity (normalized) is 0.950. (6) The peptide sequence is SWPLQCPLDH. The MHC is HLA-A11:01 with pseudo-sequence HLA-A11:01. The binding affinity (normalized) is 0. (7) The peptide sequence is GAEHVDTSY. The MHC is HLA-A23:01 with pseudo-sequence HLA-A23:01. The binding affinity (normalized) is 0. (8) The peptide sequence is MSSEGAWKQI. The MHC is HLA-B57:01 with pseudo-sequence HLA-B57:01. The binding affinity (normalized) is 0.497.